Dataset: Reaction yield outcomes from USPTO patents with 853,638 reactions. Task: Predict the reaction yield, written as a fraction of the theoretical maximum amount of product (1.0 means a 100% yield; for example, 0.34 means a 34% yield). (1) The reactants are [C:1]([NH:5][C:6]([C:8]1[C:16]2[C:11](=[N:12][CH:13]=[C:14]([C:17]3[C:25]4[C:20](=[CH:21][CH:22]=[C:23]([O:26][CH:27]([F:29])[F:28])[CH:24]=4)[NH:19][N:18]=3)[N:15]=2)[N:10]([CH2:30][O:31][CH2:32][CH2:33][Si:34]([CH3:37])([CH3:36])[CH3:35])[CH:9]=1)=[O:7])([CH3:4])([CH3:3])[CH3:2].Br[CH2:39][CH2:40][CH2:41][C:42]([O:44][CH3:45])=[O:43].C(=O)([O-])[O-].[Cs+].[Cs+]. The catalyst is CN(C=O)C. The product is [CH3:45][O:44][C:42](=[O:43])[CH2:41][CH2:40][CH2:39][N:19]1[C:20]2[C:25](=[CH:24][C:23]([O:26][CH:27]([F:28])[F:29])=[CH:22][CH:21]=2)[C:17]([C:14]2[N:15]=[C:16]3[C:8]([C:6](=[O:7])[NH:5][C:1]([CH3:4])([CH3:3])[CH3:2])=[CH:9][N:10]([CH2:30][O:31][CH2:32][CH2:33][Si:34]([CH3:37])([CH3:36])[CH3:35])[C:11]3=[N:12][CH:13]=2)=[N:18]1. The yield is 0.830. (2) The reactants are [C:1]([O:4][C@H:5]1[C@@H:9]([CH2:10]I)[O:8][C@@H:7]([N:12]2[CH:20]=[C:18]([CH3:19])[C:16](=[O:17])[NH:15][C:13]2=[O:14])[CH2:6]1)(=[O:3])[CH3:2].C1C=CC(P(C2C=CC=CC=2)C2C=CC=CC=2)=CC=1.CC(O)=O.N(C(OCC)=O)=NC(OCC)=O.C([O-])([O-])=O.[K+].[K+]. The catalyst is C1COCC1.CO. The product is [C:1]([O:4][C@H:5]1[C:9](=[CH2:10])[O:8][C@H:7]([N:12]2[CH:20]=[C:18]([CH3:19])[C:16](=[O:17])[NH:15][C:13]2=[O:14])[CH2:6]1)(=[O:3])[CH3:2]. The yield is 0.830.